Dataset: Peptide-MHC class II binding affinity with 134,281 pairs from IEDB. Task: Regression. Given a peptide amino acid sequence and an MHC pseudo amino acid sequence, predict their binding affinity value. This is MHC class II binding data. (1) The peptide sequence is GEPGIAGAVGEQGPK. The MHC is H-2-IAq with pseudo-sequence H-2-IAq. The binding affinity (normalized) is 0. (2) The peptide sequence is GATRERSLWIIFSKN. The MHC is HLA-DPA10301-DPB10402 with pseudo-sequence HLA-DPA10301-DPB10402. The binding affinity (normalized) is 0.202. (3) The peptide sequence is LNDVVQALTDLGLLY. The MHC is H-2-IAb with pseudo-sequence H-2-IAb. The binding affinity (normalized) is 0. (4) The peptide sequence is SGTNNKTMAVCTNAK. The MHC is DRB1_1201 with pseudo-sequence DRB1_1201. The binding affinity (normalized) is 0.0485. (5) The peptide sequence is EYRSTVNPWASQLG. The MHC is DRB1_0101 with pseudo-sequence DRB1_0101. The binding affinity (normalized) is 0.446.